This data is from Forward reaction prediction with 1.9M reactions from USPTO patents (1976-2016). The task is: Predict the product of the given reaction. (1) The product is: [C:32]([O:31][C@@H:27]1[C@@H:26]([O:35][C:36](=[O:37])[CH3:38])[C@H:25]([O:39][C:40](=[O:41])[CH3:42])[C@@H:24]([CH2:23][O:22][C:20](=[O:21])[CH3:19])[O:29][C@H:28]1[O:1][C:2]1[CH:3]=[CH:4][CH:5]=[C:6]2[C:10]=1[N:9]([CH2:11][C:12]1[CH:17]=[CH:16][C:15]([CH3:18])=[CH:14][CH:13]=1)[CH:8]=[CH:7]2)(=[O:33])[CH3:34]. Given the reactants [OH:1][C:2]1[CH:3]=[CH:4][CH:5]=[C:6]2[C:10]=1[N:9]([CH2:11][C:12]1[CH:17]=[CH:16][C:15]([CH3:18])=[CH:14][CH:13]=1)[CH:8]=[CH:7]2.[CH3:19][C:20]([O:22][CH2:23][C@H:24]1[O:29][C@H:28](Br)[C@H:27]([O:31][C:32]([CH3:34])=[O:33])[C@@H:26]([O:35][C:36]([CH3:38])=[O:37])[C@@H:25]1[O:39][C:40]([CH3:42])=[O:41])=[O:21].[OH-].[Na+], predict the reaction product. (2) Given the reactants [C:1]([O:5][C:6]([NH:8][C:9]1[CH:14]=[CH:13][C:12]([C:15]2[S:16][CH:17]=[CH:18][CH:19]=2)=[CH:11][C:10]=1[NH:20][C:21]([C:23]1[CH:32]=[CH:31][C:26]([C:27](OC)=[O:28])=[CH:25][CH:24]=1)=[O:22])=[O:7])([CH3:4])([CH3:3])[CH3:2].[Li+].[BH4-], predict the reaction product. The product is: [C:1]([O:5][C:6](=[O:7])[NH:8][C:9]1[CH:14]=[CH:13][C:12]([C:15]2[S:16][CH:17]=[CH:18][CH:19]=2)=[CH:11][C:10]=1[NH:20][C:21](=[O:22])[C:23]1[CH:24]=[CH:25][C:26]([CH2:27][OH:28])=[CH:31][CH:32]=1)([CH3:4])([CH3:2])[CH3:3]. (3) Given the reactants [NH:1]1[C:9]2[C:4](=[CH:5][CH:6]=[CH:7][CH:8]=2)[CH:3]=[C:2]1[C:10]([N:12]1[CH2:17][CH2:16][CH2:15][CH2:14][CH2:13]1)=[O:11].[NH2:18][C:19]1[CH:24]=[CH:23][CH:22]=[CH:21][C:20]=1[S:25][S:25][C:20]1[CH:21]=[CH:22][CH:23]=[CH:24][C:19]=1[NH2:18], predict the reaction product. The product is: [NH2:18][C:19]1[CH:24]=[CH:23][CH:22]=[CH:21][C:20]=1[S:25][C:3]1[C:4]2[C:9](=[CH:8][CH:7]=[CH:6][CH:5]=2)[NH:1][C:2]=1[C:10]([N:12]1[CH2:17][CH2:16][CH2:15][CH2:14][CH2:13]1)=[O:11]. (4) Given the reactants [Cl:1][C:2]1[C:7]([Cl:8])=[CH:6][CH:5]=[CH:4][C:3]=1[S:9]([NH:12][C:13]1[CH:18]=[CH:17][C:16]([C:19]2[CH:24]=[N:23][C:22]([C:25]#[N:26])=[C:21](Cl)[N:20]=2)=[CH:15][CH:14]=1)(=[O:11])=[O:10].[NH2:28][NH2:29], predict the reaction product. The product is: [NH2:26][C:25]1[C:22]2[C:21](=[N:20][C:19]([C:16]3[CH:15]=[CH:14][C:13]([NH:12][S:9]([C:3]4[CH:4]=[CH:5][CH:6]=[C:7]([Cl:8])[C:2]=4[Cl:1])(=[O:10])=[O:11])=[CH:18][CH:17]=3)=[CH:24][N:23]=2)[NH:29][N:28]=1. (5) Given the reactants [CH3:1][C:2]([CH3:5])([O-])[CH3:3].[K+].[Br:7][C:8]1[S:16][C:15]2[CH:14]=[CH:13][N:12]=[C:11](Cl)[C:10]=2[CH:9]=1.O, predict the reaction product. The product is: [Br:7][C:8]1[S:16][C:15]2[CH:14]=[CH:13][N:12]=[C:11]([S:16][C:15]3[CH:14]=[CH:3][C:2]([CH3:5])=[CH:1][CH:10]=3)[C:10]=2[CH:9]=1. (6) Given the reactants [F:1][C:2]1[CH:3]=[C:4]([CH:8]=[CH:9][C:10]=1[O:11][CH:12]([C:19]1[CH:20]=[N:21][C:22]([C:25]2[CH:30]=[CH:29][C:28]([C:31]([F:34])([F:33])[F:32])=[CH:27][CH:26]=2)=[CH:23][CH:24]=1)[CH2:13][CH2:14][CH2:15][CH2:16][CH2:17][CH3:18])[C:5](O)=[O:6].C1CN([P+](ON2N=NC3C=CC=CC2=3)(N2CCCC2)N2CCCC2)CC1.F[P-](F)(F)(F)(F)F.Cl.[CH3:69][O:70][C:71](=[O:75])[CH2:72][CH2:73][NH2:74].C(N(CC)CC)C, predict the reaction product. The product is: [CH3:69][O:70][C:71](=[O:75])[CH2:72][CH2:73][NH:74][C:5](=[O:6])[C:4]1[CH:8]=[CH:9][C:10]([O:11][CH:12]([C:19]2[CH:20]=[N:21][C:22]([C:25]3[CH:26]=[CH:27][C:28]([C:31]([F:33])([F:32])[F:34])=[CH:29][CH:30]=3)=[CH:23][CH:24]=2)[CH2:13][CH2:14][CH2:15][CH2:16][CH2:17][CH3:18])=[C:2]([F:1])[CH:3]=1. (7) The product is: [C:17]([O:16][C:14]([N:9]1[C:10]2[C:6](=[C:5]([CH2:3][OH:2])[CH:13]=[CH:12][CH:11]=2)[CH:7]=[CH:8]1)=[O:15])([CH3:20])([CH3:18])[CH3:19]. Given the reactants C[O:2][C:3]([C:5]1[C:6]2[CH:7]=[CH:8][N:9]([C:14]([O:16][C:17]([CH3:20])([CH3:19])[CH3:18])=[O:15])[C:10]=2[CH:11]=[CH:12][CH:13]=1)=O.CC(C[AlH]CC(C)C)C.C1CCCCC1.[C@H](O)(C([O-])=O)[C@@H](O)C([O-])=O.[Na+].[K+], predict the reaction product. (8) Given the reactants [OH:1][CH:2]1[CH:7]([C:8]2[CH:13]=[CH:12][C:11]([O:14][CH2:15][CH2:16][CH2:17][O:18][CH2:19][C:20]3[CH:25]=[CH:24][CH:23]=[CH:22][C:21]=3[O:26][CH3:27])=[CH:10][CH:9]=2)[CH2:6][CH2:5][N:4]([C:28]([O:30][C:31]([CH3:34])([CH3:33])[CH3:32])=[O:29])[CH2:3]1.Cl[CH2:36][C:37]1[CH:42]=[CH:41][C:40]([CH3:43])=[C:39]([O:44][CH2:45][CH2:46][CH2:47][O:48][CH3:49])[CH:38]=1, predict the reaction product. The product is: [CH3:27][O:26][C:21]1[CH:22]=[CH:23][CH:24]=[CH:25][C:20]=1[CH2:19][O:18][CH2:17][CH2:16][CH2:15][O:14][C:11]1[CH:12]=[CH:13][C:8]([CH:7]2[CH2:6][CH2:5][N:4]([C:28]([O:30][C:31]([CH3:34])([CH3:33])[CH3:32])=[O:29])[CH2:3][CH:2]2[O:1][CH2:36][C:37]2[CH:42]=[CH:41][C:40]([CH3:43])=[C:39]([O:44][CH2:45][CH2:46][CH2:47][O:48][CH3:49])[CH:38]=2)=[CH:9][CH:10]=1. (9) The product is: [CH3:23][C:24]1[N:1]([C:2]2[CH:3]=[C:4]3[C:9](=[CH:10][C:11]=2[C:12]([F:13])([F:15])[F:14])[NH:8][C:7](=[O:16])[N:6]([NH:17][S:18]([CH3:21])(=[O:20])=[O:19])[C:5]3=[O:22])[CH:26]=[CH:27][CH:28]=1. Given the reactants [NH2:1][C:2]1[CH:3]=[C:4]2[C:9](=[CH:10][C:11]=1[C:12]([F:15])([F:14])[F:13])[NH:8][C:7](=[O:16])[N:6]([NH:17][S:18]([CH3:21])(=[O:20])=[O:19])[C:5]2=[O:22].[CH3:23][C:24]1(OC)[CH2:28][CH2:27][CH:26](OC)O1, predict the reaction product. (10) Given the reactants C([O:3][C:4]([C:6]1[CH:10]=[C:9]([CH3:11])[N:8]([C:12]2[CH:17]=[CH:16][CH:15]=[CH:14][CH:13]=2)[C:7]=1[C:18]1[CH:23]=[CH:22][CH:21]=[C:20]([O:24][CH2:25][C:26]2[CH:31]=[CH:30][CH:29]=[CH:28][CH:27]=2)[CH:19]=1)=[O:5])C.[OH-].[Na+].O.Cl, predict the reaction product. The product is: [CH2:25]([O:24][C:20]1[CH:19]=[C:18]([C:7]2[N:8]([C:12]3[CH:17]=[CH:16][CH:15]=[CH:14][CH:13]=3)[C:9]([CH3:11])=[CH:10][C:6]=2[C:4]([OH:5])=[O:3])[CH:23]=[CH:22][CH:21]=1)[C:26]1[CH:27]=[CH:28][CH:29]=[CH:30][CH:31]=1.